Dataset: TCR-epitope binding with 47,182 pairs between 192 epitopes and 23,139 TCRs. Task: Binary Classification. Given a T-cell receptor sequence (or CDR3 region) and an epitope sequence, predict whether binding occurs between them. (1) The epitope is TPINLVRDL. The TCR CDR3 sequence is CSVEGLAGGFSYNEQFF. Result: 1 (the TCR binds to the epitope). (2) The epitope is LLFGYPVYV. The TCR CDR3 sequence is CASSPQKGFYEQYF. Result: 0 (the TCR does not bind to the epitope). (3) The epitope is CINGVCWTV. The TCR CDR3 sequence is CASSFGLYEQYF. Result: 0 (the TCR does not bind to the epitope). (4) The epitope is AVFDRKSDAK. The TCR CDR3 sequence is CASSPIGGEALGETQYF. Result: 1 (the TCR binds to the epitope). (5) The epitope is KRWIILGLNK. The TCR CDR3 sequence is CASPQGFPNYEQYF. Result: 0 (the TCR does not bind to the epitope). (6) The epitope is YLNTLTLAV. The TCR CDR3 sequence is CASSLAGQGFYEQYF. Result: 1 (the TCR binds to the epitope).